From a dataset of Full USPTO retrosynthesis dataset with 1.9M reactions from patents (1976-2016). Predict the reactants needed to synthesize the given product. (1) The reactants are: [F:1][C:2]1[CH:3]=[C:4]([NH2:19])[C:5]([NH2:18])=[CH:6][C:7]=1[O:8][CH2:9][CH2:10][CH2:11][N:12]1[CH2:17][CH2:16][CH2:15][CH2:14][CH2:13]1.[N+:20]([C:23]1[C:24]([CH:34]=O)=[N:25][N:26]([CH:28]2[CH2:33][CH2:32][CH2:31][CH2:30][O:29]2)[CH:27]=1)([O-:22])=[O:21]. Given the product [F:1][C:2]1[C:7]([O:8][CH2:9][CH2:10][CH2:11][N:12]2[CH2:17][CH2:16][CH2:15][CH2:14][CH2:13]2)=[CH:6][C:5]2[NH:18][C:34]([C:24]3[C:23]([N+:20]([O-:22])=[O:21])=[CH:27][N:26]([CH:28]4[CH2:33][CH2:32][CH2:31][CH2:30][O:29]4)[N:25]=3)=[N:19][C:4]=2[CH:3]=1, predict the reactants needed to synthesize it. (2) Given the product [Br:22][C:14]1[C:3]([O:2][CH3:1])=[CH:4][C:5]2[NH:11][C:10](=[O:12])[CH2:9][CH2:8][CH2:7][C:6]=2[CH:13]=1, predict the reactants needed to synthesize it. The reactants are: [CH3:1][O:2][C:3]1[CH:14]=[CH:13][C:6]2[CH2:7][CH2:8][CH2:9][C:10](=[O:12])[NH:11][C:5]=2[CH:4]=1.C1C(=O)N([Br:22])C(=O)C1. (3) The reactants are: [C:1]1([O:8][CH3:9])[C:2](=[CH:4][CH:5]=[CH:6][CH:7]=1)[OH:3].[H-].[Na+].Cl[CH:13]1[CH2:17][CH2:16][CH2:15][C:14]1=[O:18]. Given the product [CH3:9][O:8][C:1]1[CH:7]=[CH:6][CH:5]=[CH:4][C:2]=1[O:3][CH:13]1[CH2:17][CH2:16][CH2:15][C:14]1=[O:18], predict the reactants needed to synthesize it. (4) Given the product [Cl:14][C:15]1[CH:20]=[CH:19][C:18]([C:9](=[O:10])[CH2:8][CH2:7][C:6](=[O:5])[CH3:12])=[CH:17][CH:16]=1, predict the reactants needed to synthesize it. The reactants are: [Cl-].[Al+3].[Cl-].[Cl-].[O:5]=[C:6]([CH3:12])[CH2:7][CH2:8][C:9](Cl)=[O:10].Cl.[Cl:14][C:15]1[CH:20]=[CH:19][CH:18]=[CH:17][CH:16]=1. (5) Given the product [CH2:2]([O:4][C:5]([C:7]1[C:8]2[S:16][CH:15]=[C:14]([CH2:17][O:18][C:19]3[CH:24]=[C:23]([C:25]4[NH:29][C:28]([CH3:32])=[N:27][N:26]=4)[CH:22]=[CH:21][C:20]=3[CH3:31])[C:9]=2[C:10]([NH2:11])=[N:1][CH:12]=1)=[O:6])[CH3:3], predict the reactants needed to synthesize it. The reactants are: [NH3:1].[CH2:2]([O:4][C:5]([C:7]1[C:8]2[S:16][CH:15]=[C:14]([CH2:17][O:18][C:19]3[CH:24]=[C:23]([C:25]4[N:29](C)[CH:28]=[N:27][N:26]=4)[CH:22]=[CH:21][C:20]=3[CH3:31])[C:9]=2[C:10](Cl)=[N:11][CH:12]=1)=[O:6])[CH3:3].[CH3:32]C(O)C.